Dataset: Reaction yield outcomes from USPTO patents with 853,638 reactions. Task: Predict the reaction yield, written as a fraction of the theoretical maximum amount of product (1.0 means a 100% yield; for example, 0.34 means a 34% yield). (1) The reactants are [F:1][C:2]1[C:11]([OH:12])=[CH:10][CH:9]=[C:8]([F:13])[C:3]=1[C:4]([O:6][CH3:7])=[O:5].N1C=CC=CC=1.[S:20](O[S:20]([C:23]([F:26])([F:25])[F:24])(=[O:22])=[O:21])([C:23]([F:26])([F:25])[F:24])(=[O:22])=[O:21].Cl. The catalyst is C(Cl)Cl.O. The product is [F:1][C:2]1[C:11]([O:12][S:20]([C:23]([F:26])([F:25])[F:24])(=[O:22])=[O:21])=[CH:10][CH:9]=[C:8]([F:13])[C:3]=1[C:4]([O:6][CH3:7])=[O:5]. The yield is 0.880. (2) The reactants are [Cl:1][C:2]1[CH:3]=[C:4]2[C:9](=[CH:10][CH:11]=1)[CH:8]=[C:7]([S:12]([CH2:15][CH2:16][C:17]([OH:19])=O)(=[O:14])=[O:13])[CH:6]=[CH:5]2.C1C=CC2N(O)N=NC=2C=1.CCN=C=NCCCN(C)C.Cl.Cl.[CH3:43][C:44]1[N:48]2[CH2:49][CH2:50][N:51]([CH:54]3[CH2:59][CH2:58][NH:57][CH2:56][CH2:55]3)[C:52](=[O:53])[C:47]2=[CH:46][N:45]=1.C1CCN2C(=NCCC2)CC1. The catalyst is C(#N)C.C(N(CC)CC)C. The product is [Cl:1][C:2]1[CH:3]=[C:4]2[C:9](=[CH:10][CH:11]=1)[CH:8]=[C:7]([S:12]([CH2:15][CH2:16][C:17]([N:57]1[CH2:56][CH2:55][CH:54]([N:51]3[CH2:50][CH2:49][N:48]4[C:44]([CH3:43])=[N:45][CH:46]=[C:47]4[C:52]3=[O:53])[CH2:59][CH2:58]1)=[O:19])(=[O:13])=[O:14])[CH:6]=[CH:5]2. The yield is 0.480. (3) The reactants are Br[C:2]1[S:6][C:5]([CH2:7][N:8]2[C:16]3[C:11](=[CH:12][CH:13]=[CH:14][CH:15]=3)[C:10]3([C:20]4=[CH:21][C:22]5[O:26][CH2:25][O:24][C:23]=5[CH:27]=[C:19]4[O:18][CH2:17]3)[C:9]2=[O:28])=[CH:4][CH:3]=1.[CH3:29][N:30](C)C=O. The catalyst is O.[C-]#N.[Zn+2].[C-]#N.C1C=CC(/C=C/C(/C=C/C2C=CC=CC=2)=O)=CC=1.C1C=CC(/C=C/C(/C=C/C2C=CC=CC=2)=O)=CC=1.C1C=CC(/C=C/C(/C=C/C2C=CC=CC=2)=O)=CC=1.[Pd].[Pd].C1(P(C2C=CC=CC=2)[C-]2C=CC=C2)C=CC=CC=1.[C-]1(P(C2C=CC=CC=2)C2C=CC=CC=2)C=CC=C1.[Fe+2]. The product is [O:28]=[C:9]1[C:10]2([C:20]3=[CH:21][C:22]4[O:26][CH2:25][O:24][C:23]=4[CH:27]=[C:19]3[O:18][CH2:17]2)[C:11]2[C:16](=[CH:15][CH:14]=[CH:13][CH:12]=2)[N:8]1[CH2:7][C:5]1[S:6][C:2]([C:29]#[N:30])=[CH:3][CH:4]=1. The yield is 0.440.